From a dataset of Full USPTO retrosynthesis dataset with 1.9M reactions from patents (1976-2016). Predict the reactants needed to synthesize the given product. (1) Given the product [N:1]1[CH:6]=[CH:5][CH:4]=[CH:3][C:2]=1[C:7]1[S:11][C:10]([C:12]([Cl:17])=[O:14])=[CH:9][CH:8]=1, predict the reactants needed to synthesize it. The reactants are: [N:1]1[CH:6]=[CH:5][CH:4]=[CH:3][C:2]=1[C:7]1[S:11][C:10]([C:12]([OH:14])=O)=[CH:9][CH:8]=1.S(Cl)([Cl:17])=O. (2) The reactants are: [Cl:1][C:2]1[CH:3]=[C:4](B(O)O)[CH:5]=[CH:6][C:7]=1[F:8].[NH2:12][C:13]1[C:14]([C:20]([NH:22][C:23]2[CH:24]=[N:25][CH:26]=[CH:27][C:28]=2[CH2:29][CH2:30][N:31]2[CH2:35][CH2:34][CH2:33][CH2:32]2)=[O:21])=[N:15][C:16](Br)=[CH:17][N:18]=1. Given the product [NH2:12][C:13]1[C:14]([C:20]([NH:22][C:23]2[CH:24]=[N:25][CH:26]=[CH:27][C:28]=2[CH2:29][CH2:30][N:31]2[CH2:35][CH2:34][CH2:33][CH2:32]2)=[O:21])=[N:15][C:16]([C:4]2[CH:5]=[CH:6][C:7]([F:8])=[C:2]([Cl:1])[CH:3]=2)=[CH:17][N:18]=1, predict the reactants needed to synthesize it. (3) The reactants are: [C:1]([N:11]1[CH2:16][CH2:15][C:14](=O)[CH2:13][CH2:12]1)([O:3][CH2:4][C:5]1[CH:10]=[CH:9][CH:8]=[CH:7][CH:6]=1)=[O:2].O.[NH2:19][NH2:20].[BH4-].[Na+].N. Given the product [CH2:4]([O:3][C:1]([N:11]1[CH2:16][CH2:15][CH:14]([NH:19][NH2:20])[CH2:13][CH2:12]1)=[O:2])[C:5]1[CH:10]=[CH:9][CH:8]=[CH:7][CH:6]=1, predict the reactants needed to synthesize it. (4) The reactants are: Cl.[O:2]1[CH2:6][CH2:5][CH:4]([CH2:7][NH2:8])[CH2:3]1.C(N(CC)CC)C.[O:16]1[C:21]2[CH:22]=[CH:23][CH:24]=[CH:25][C:20]=2[O:19][CH2:18][CH:17]1[CH2:26][O:27][CH2:28][C:29]1[O:33][N:32]=[C:31]([C:34](O)=[O:35])[CH:30]=1.ON1C2C=CC=CC=2N=N1.Cl.C(N=C=NCCCN(C)C)C.Cl. Given the product [O:2]1[CH2:6][CH2:5][CH:4]([CH2:7][NH:8][C:34]([C:31]2[CH:30]=[C:29]([CH2:28][O:27][CH2:26][CH:17]3[O:16][C:21]4[CH:22]=[CH:23][CH:24]=[CH:25][C:20]=4[O:19][CH2:18]3)[O:33][N:32]=2)=[O:35])[CH2:3]1, predict the reactants needed to synthesize it. (5) Given the product [CH2:15]([CH:2]([C:3]([O:5][CH2:6][CH3:7])=[O:4])[C:1]([O:9][CH2:10][CH3:11])=[O:8])[C:16]#[C:17][CH3:18], predict the reactants needed to synthesize it. The reactants are: [C:1]([O:9][CH2:10][CH3:11])(=[O:8])[CH2:2][C:3]([O:5][CH2:6][CH3:7])=[O:4].[H-].[Na+].Br[CH2:15][C:16]#[C:17][CH3:18].Cl. (6) Given the product [Br:15][CH2:16][CH2:17][O:13][C:10]([CH3:14])([CH3:9])[C:11]#[N:12], predict the reactants needed to synthesize it. The reactants are: ClCCl.[Sn](Cl)(Cl)(Cl)Cl.[CH3:9][C:10]([CH3:14])([OH:13])[C:11]#[N:12].[Br:15][CH2:16][CH2:17]O. (7) The reactants are: Cl.[NH:2]1[CH2:5][CH:4]([O:6][C:7]2[C:12]([C:13]3[CH2:14][CH2:15][O:16][CH2:17][CH:18]=3)=[CH:11][CH:10]=[CH:9][N:8]=2)[CH2:3]1. Given the product [NH:2]1[CH2:3][CH:4]([O:6][C:7]2[C:12]([CH:13]3[CH2:14][CH2:15][O:16][CH2:17][CH2:18]3)=[CH:11][CH:10]=[CH:9][N:8]=2)[CH2:5]1, predict the reactants needed to synthesize it.